Dataset: Peptide-MHC class II binding affinity with 134,281 pairs from IEDB. Task: Regression. Given a peptide amino acid sequence and an MHC pseudo amino acid sequence, predict their binding affinity value. This is MHC class II binding data. (1) The peptide sequence is FRNVLSIAPIMFSNKM. The MHC is DRB1_1101 with pseudo-sequence DRB1_1101. The binding affinity (normalized) is 0.610. (2) The peptide sequence is VSEALRIIAGTLEVH. The MHC is DRB1_0701 with pseudo-sequence DRB1_0701. The binding affinity (normalized) is 0.339. (3) The peptide sequence is CGKYLFNWAVRTKLKLTPIA. The MHC is DRB1_0101 with pseudo-sequence DRB1_0101. The binding affinity (normalized) is 0.814. (4) The peptide sequence is AAYAAAAAAKAA. The MHC is HLA-DQA10102-DQB10602 with pseudo-sequence HLA-DQA10102-DQB10602. The binding affinity (normalized) is 0.0572.